Dataset: Full USPTO retrosynthesis dataset with 1.9M reactions from patents (1976-2016). Task: Predict the reactants needed to synthesize the given product. (1) Given the product [CH:36]1([C:39]2[C:40]([O:49][CH2:50][C:51]3([F:67])[CH:52]=[CH:53][N:54]([C@H:57]([C:59]4[CH:64]=[C:63]([Cl:65])[CH:62]=[C:61]([Cl:66])[CH:60]=4)[CH3:58])[CH:55]=[CH:56]3)=[CH:41][C:42]([F:48])=[C:43]([CH:47]=2)[C:44]([NH:79][S:76]([CH:73]2[CH2:75][CH2:74]2)(=[O:78])=[O:77])=[O:45])[CH2:37][CH2:38]1, predict the reactants needed to synthesize it. The reactants are: ClC1C(F)=C(C=C(C(F)(F)F)C=1)CN1CCC(COC2C(C3CC3)=CC(C(O)=O)=C(F)C=2)(F)CC1.[CH:36]1([C:39]2[C:40]([O:49][CH2:50][C:51]3([F:67])[CH2:56][CH2:55][N:54]([C@@H:57]([C:59]4[CH:64]=[C:63]([Cl:65])[CH:62]=[C:61]([Cl:66])[CH:60]=4)[CH3:58])[CH2:53][CH2:52]3)=[CH:41][C:42]([F:48])=[C:43]([CH:47]=2)[C:44](O)=[O:45])[CH2:38][CH2:37]1.CS(N)(=O)=O.[CH:73]1([S:76]([NH2:79])(=[O:78])=[O:77])[CH2:75][CH2:74]1. (2) The reactants are: Br[CH:2]1[C:9]2[CH:10]=[C:11]([Cl:14])[CH:12]=[CH:13][C:8]=2[O:7][CH2:6][O:5][C:4]2[CH:15]=[CH:16][C:17]([Cl:19])=[CH:18][C:3]1=2.[Br:20][CH2:21][CH2:22][OH:23].C(=O)([O-])[O-].[K+].[K+]. Given the product [Br:20][CH2:21][CH2:22][O:23][CH:2]1[C:9]2[CH:10]=[C:11]([Cl:14])[CH:12]=[CH:13][C:8]=2[O:7][CH2:6][O:5][C:4]2[CH:15]=[CH:16][C:17]([Cl:19])=[CH:18][C:3]1=2, predict the reactants needed to synthesize it. (3) The reactants are: [CH:1]1([N:4]2[C:13]3[C:8](=[C:9]([N+:17]([O-:19])=[O:18])[C:10]([F:16])=[C:11]([F:15])[C:12]=3[OH:14])[C:7](=[O:20])[C:6]([C:21]([O:23][CH2:24][CH3:25])=[O:22])=[CH:5]2)[CH2:3][CH2:2]1.I[CH:27]([CH3:29])[CH3:28].C([O-])([O-])=O.[K+].[K+]. Given the product [CH:1]1([N:4]2[C:13]3[C:8](=[C:9]([N+:17]([O-:19])=[O:18])[C:10]([F:16])=[C:11]([F:15])[C:12]=3[O:14][CH:27]([CH3:29])[CH3:28])[C:7](=[O:20])[C:6]([C:21]([O:23][CH2:24][CH3:25])=[O:22])=[CH:5]2)[CH2:2][CH2:3]1, predict the reactants needed to synthesize it. (4) Given the product [CH:26]1([CH2:29][N:10]2[CH2:9][CH2:8][N:7]([CH:13]3[CH2:18][CH2:17][N:16]([C:19]([O:21][C:22]([CH3:25])([CH3:24])[CH3:23])=[O:20])[CH2:15][CH2:14]3)[CH2:12][CH2:11]2)[CH2:28][CH2:27]1, predict the reactants needed to synthesize it. The reactants are: C([BH3-])#N.[Na+].Cl.Cl.[N:7]1([CH:13]2[CH2:18][CH2:17][N:16]([C:19]([O:21][C:22]([CH3:25])([CH3:24])[CH3:23])=[O:20])[CH2:15][CH2:14]2)[CH2:12][CH2:11][NH:10][CH2:9][CH2:8]1.[CH:26]1([CH:29]=O)[CH2:28][CH2:27]1.CCO.